This data is from Forward reaction prediction with 1.9M reactions from USPTO patents (1976-2016). The task is: Predict the product of the given reaction. (1) Given the reactants [F:1][C:2]1[CH:3]=[CH:4][C:5]2[N:9]=[CH:8][N:7]([CH2:10][C:11]([OH:13])=O)[C:6]=2[C:14]=1[F:15].CC[N:18]([CH2:21][CH3:22])CC.CN(C(ON1N=N[C:33]2[CH:34]=[CH:35][CH:36]=[N:37][C:32]1=2)=[N+](C)C)C.F[P-](F)(F)(F)(F)F.O, predict the reaction product. The product is: [C:36]([C:35]1([C:2]2[CH:3]=[CH:4][C:5]([CH:21]([NH:18][C:11](=[O:13])[CH2:10][N:7]3[C:6]4[C:14]([F:15])=[C:2]([F:1])[CH:3]=[CH:4][C:5]=4[N:9]=[CH:8]3)[CH3:22])=[CH:6][CH:14]=2)[CH2:34][CH2:33][CH2:32]1)#[N:37]. (2) Given the reactants [C:1]([Si:5]([O:8][CH2:9][C:10]1[CH:15]=[CH:14][CH:13]=[C:12]([C:16]#[C:17][Si](C)(C)C)[C:11]=1[F:22])([CH3:7])[CH3:6])([CH3:4])([CH3:3])[CH3:2].CCO.C(=O)([O-])[O-].[K+].[K+].O, predict the reaction product. The product is: [C:1]([Si:5]([O:8][CH2:9][C:10]1[CH:15]=[CH:14][CH:13]=[C:12]([C:16]#[CH:17])[C:11]=1[F:22])([CH3:7])[CH3:6])([CH3:4])([CH3:3])[CH3:2]. (3) Given the reactants C1(P(C2C=CC=CC=2)C2C=CC=CC=2)C=CC=CC=1.C(=O)([O-])[O-].[Ca+2].[N:25]([CH2:28][CH2:29][C:30]1[CH:35]=[CH:34][CH:33]=[CH:32][C:31]=1[N+:36]([O-:38])=[O:37])=[N+]=[N-], predict the reaction product. The product is: [NH2:25][CH2:28][CH2:29][C:30]1[CH:35]=[CH:34][CH:33]=[CH:32][C:31]=1[N+:36]([O-:38])=[O:37]. (4) The product is: [F:1][C:2]([F:36])([F:35])[C:3]1[CH:30]=[C:29]([C:31]([F:34])([F:32])[F:33])[CH:28]=[CH:27][C:4]=1[CH2:5][N:6]1[C:14]2[C:9](=[CH:10][C:11](/[CH:15]=[C:16]3/[C:17](=[O:26])[N:18]([CH2:22][C:23]([NH:42][S:39](=[O:41])(=[O:40])[N:38]([CH3:43])[CH3:37])=[O:24])[C:19](=[O:21])[S:20]/3)=[CH:12][CH:13]=2)[CH:8]=[N:7]1. Given the reactants [F:1][C:2]([F:36])([F:35])[C:3]1[CH:30]=[C:29]([C:31]([F:34])([F:33])[F:32])[CH:28]=[CH:27][C:4]=1[CH2:5][N:6]1[C:14]2[C:9](=[CH:10][C:11](/[CH:15]=[C:16]3/[C:17](=[O:26])[N:18]([CH2:22][C:23](O)=[O:24])[C:19](=[O:21])[S:20]/3)=[CH:12][CH:13]=2)[CH:8]=[N:7]1.[CH3:37][N:38]([CH3:43])[S:39]([NH2:42])(=[O:41])=[O:40], predict the reaction product. (5) The product is: [CH3:1][C:2]1([CH3:25])[CH2:7][N:6]([S:8]([C:11]2[C:16]([CH3:17])=[CH:15][C:14]([CH3:18])=[CH:13][C:12]=2[CH3:19])(=[O:10])=[O:9])[CH:5]([CH2:20][C:21]([NH:26][C@H:27]2[C:28]3[C:33](=[CH:32][C:31]([CH2:37][OH:38])=[CH:30][CH:29]=3)[CH2:34][CH2:35][CH2:36]2)=[O:22])[C:4](=[O:24])[NH:3]1. Given the reactants [CH3:1][C:2]1([CH3:25])[CH2:7][N:6]([S:8]([C:11]2[C:16]([CH3:17])=[CH:15][C:14]([CH3:18])=[CH:13][C:12]=2[CH3:19])(=[O:10])=[O:9])[CH:5]([CH2:20][C:21](O)=[O:22])[C:4](=[O:24])[NH:3]1.[NH2:26][C@@H:27]1[CH2:36][CH2:35][CH2:34][C:33]2[CH:32]=[C:31]([CH2:37][OH:38])[CH:30]=[CH:29][C:28]1=2.CCN(C(C)C)C(C)C.CN(C(ON1N=NC2C=CC=NC1=2)=[N+](C)C)C.F[P-](F)(F)(F)(F)F, predict the reaction product. (6) Given the reactants [C:1](#[N:7])[CH2:2][CH2:3][CH2:4][CH:5]=[CH2:6].[CH3:8][OH:9].[ClH:10], predict the reaction product. The product is: [ClH:10].[C:1](=[NH:7])([O:9][CH3:8])[CH2:2][CH2:3][CH2:4][CH:5]=[CH2:6]. (7) Given the reactants [C:1]1([C:7]2[C:16]3[C:11](=[CH:12][CH:13]=[CH:14][CH:15]=3)[N:10]=[CH:9][C:8]=2[C:17](=[O:19])[CH3:18])[CH:6]=[CH:5][CH:4]=[CH:3][CH:2]=1.[BH4-].[Na+], predict the reaction product. The product is: [C:1]1([C:7]2[C:16]3[C:11](=[CH:12][CH:13]=[CH:14][CH:15]=3)[N:10]=[CH:9][C:8]=2[CH:17]([OH:19])[CH3:18])[CH:2]=[CH:3][CH:4]=[CH:5][CH:6]=1.